Dataset: Experimentally validated miRNA-target interactions with 360,000+ pairs, plus equal number of negative samples. Task: Binary Classification. Given a miRNA mature sequence and a target amino acid sequence, predict their likelihood of interaction. The miRNA is hsa-miR-588 with sequence UUGGCCACAAUGGGUUAGAAC. The protein sequence of the target gene is MPAPAATYERVVYKNPSEYHYMKVCLEFQDCGVGLNAAQFKQLLISAVKDLFGEVDAALPLDILTYEEKTLSAILRICSSGLVKLWSSLTLLGSYKGKKCAFRVIQVSPFLLALSGNSRELVLD. Result: 1 (interaction).